From a dataset of Peptide-MHC class I binding affinity with 185,985 pairs from IEDB/IMGT. Regression. Given a peptide amino acid sequence and an MHC pseudo amino acid sequence, predict their binding affinity value. This is MHC class I binding data. (1) The peptide sequence is GTKIALLEL. The MHC is HLA-A30:01 with pseudo-sequence HLA-A30:01. The binding affinity (normalized) is 0.973. (2) The peptide sequence is HPRHYATVM. The MHC is HLA-B53:01 with pseudo-sequence HLA-B53:01. The binding affinity (normalized) is 0.258. (3) The peptide sequence is FEKFFPSSSY. The MHC is Mamu-A11 with pseudo-sequence Mamu-A11. The binding affinity (normalized) is 0.261. (4) The peptide sequence is MTYLDGHPV. The MHC is HLA-B15:42 with pseudo-sequence HLA-B15:42. The binding affinity (normalized) is 0.213.